Task: Regression. Given a peptide amino acid sequence and an MHC pseudo amino acid sequence, predict their binding affinity value. This is MHC class I binding data.. Dataset: Peptide-MHC class I binding affinity with 185,985 pairs from IEDB/IMGT (1) The peptide sequence is GECPKFVFPL. The MHC is HLA-B18:01 with pseudo-sequence HLA-B18:01. The binding affinity (normalized) is 0. (2) The peptide sequence is FHRKKTDAL. The MHC is HLA-A02:01 with pseudo-sequence HLA-A02:01. The binding affinity (normalized) is 0.0847.